From a dataset of Full USPTO retrosynthesis dataset with 1.9M reactions from patents (1976-2016). Predict the reactants needed to synthesize the given product. (1) Given the product [ClH:8].[Cl:8][C:9]1[CH:29]=[CH:28][C:12]([CH2:13][C:14]2([F:27])[CH2:15][CH2:16][NH:17][CH2:18][CH2:19]2)=[C:11]([F:30])[CH:10]=1, predict the reactants needed to synthesize it. The reactants are: Cl.O1CCOCC1.[Cl:8][C:9]1[CH:29]=[CH:28][C:12]([CH2:13][C:14]2([F:27])[CH2:19][CH2:18][N:17](C(OC(C)(C)C)=O)[CH2:16][CH2:15]2)=[C:11]([F:30])[CH:10]=1. (2) Given the product [Cl:1][C:2]1[CH:7]=[C:6]([OH:8])[CH:5]=[CH:4][C:3]=1[CH:10]([CH3:28])[C:11]([C:17]1[CH:18]=[CH:19][C:20]2[O:24][C:23](=[O:25])[N:22]([CH3:26])[C:21]=2[CH:27]=1)([OH:16])[C:12]([F:13])([F:14])[F:15], predict the reactants needed to synthesize it. The reactants are: [Cl:1][C:2]1[CH:7]=[C:6]([O:8]C)[CH:5]=[CH:4][C:3]=1[CH:10]([CH3:28])[C:11]([C:17]1[CH:18]=[CH:19][C:20]2[O:24][C:23](=[O:25])[N:22]([CH3:26])[C:21]=2[CH:27]=1)([OH:16])[C:12]([F:15])([F:14])[F:13]. (3) Given the product [Cl:1][C:2]1[CH:3]=[N:4][C:5]2[N:6]([N:8]=[C:9]([C:11]([N:22]3[CH2:23][CH:24]=[C:19]([C:15]4[NH:14][CH:18]=[CH:17][CH:16]=4)[CH2:20][CH2:21]3)=[O:13])[CH:10]=2)[CH:7]=1, predict the reactants needed to synthesize it. The reactants are: [Cl:1][C:2]1[CH:3]=[N:4][C:5]2[N:6]([N:8]=[C:9]([C:11]([OH:13])=O)[CH:10]=2)[CH:7]=1.[NH:14]1[CH:18]=[CH:17][CH:16]=[C:15]1[C:19]1[CH2:20][CH2:21][NH:22][CH2:23][CH:24]=1. (4) Given the product [Cl:15][C:16]1[CH:17]=[CH:18][C:19]([S:22]([C:25](=[CH:13][C:7]2[C:6]3[C:10](=[CH:11][CH:12]=[C:4]([N+:1]([O-:3])=[O:2])[CH:5]=3)[NH:9][CH:8]=2)[C:26]#[N:27])(=[O:23])=[O:24])=[CH:20][CH:21]=1, predict the reactants needed to synthesize it. The reactants are: [N+:1]([C:4]1[CH:5]=[C:6]2[C:10](=[CH:11][CH:12]=1)[NH:9][CH:8]=[C:7]2[CH:13]=O)([O-:3])=[O:2].[Cl:15][C:16]1[CH:21]=[CH:20][C:19]([S:22]([CH2:25][C:26]#[N:27])(=[O:24])=[O:23])=[CH:18][CH:17]=1. (5) Given the product [F:21][CH:22]([F:34])[O:23][C:24]1[CH:31]=[CH:30][C:27]([CH2:28][N:1]2[CH:2]([C:11]3[C:12]([O:19][CH3:20])=[CH:13][CH:14]=[CH:15][C:16]=3[O:17][CH3:18])[CH2:3][CH:4]([CH3:10])[C:5]2=[O:7])=[CH:26][C:25]=1[O:32][CH3:33], predict the reactants needed to synthesize it. The reactants are: [NH2:1][CH:2]([C:11]1[C:16]([O:17][CH3:18])=[CH:15][CH:14]=[CH:13][C:12]=1[O:19][CH3:20])[CH2:3][CH:4]([CH3:10])[C:5]([O:7]CC)=O.[F:21][CH:22]([F:34])[O:23][C:24]1[CH:31]=[CH:30][C:27]([CH:28]=O)=[CH:26][C:25]=1[O:32][CH3:33]. (6) Given the product [CH2:1]([C:3]1[N:13]([CH2:14][C:15]2[CH:20]=[CH:19][C:18](/[CH:21]=[CH:22]/[CH2:23][CH2:24][N:36]3[CH2:35][CH2:34][CH:33]([N:30]4[CH2:29][CH2:28][N:27]([CH3:26])[CH2:32][CH2:31]4)[CH2:38][CH2:37]3)=[CH:17][CH:16]=2)[C:6]2=[N:7][C:8]([CH3:12])=[CH:9][C:10]([CH3:11])=[C:5]2[N:4]=1)[CH3:2], predict the reactants needed to synthesize it. The reactants are: [CH2:1]([C:3]1[N:13]([CH2:14][C:15]2[CH:20]=[CH:19][C:18](/[CH:21]=[CH:22]/[CH2:23][CH2:24]O)=[CH:17][CH:16]=2)[C:6]2=[N:7][C:8]([CH3:12])=[CH:9][C:10]([CH3:11])=[C:5]2[N:4]=1)[CH3:2].[CH3:26][N:27]1[CH2:32][CH2:31][N:30]([CH:33]2[CH2:38][CH2:37][NH:36][CH2:35][CH2:34]2)[CH2:29][CH2:28]1. (7) Given the product [C:1]([N:4]1[C:13]2[C:8](=[CH:9][C:10]([C:17]3[CH:18]=[CH:19][C:20]([S:23]([CH3:26])(=[O:25])=[O:24])=[CH:21][CH:22]=3)=[C:11]([NH2:14])[CH:12]=2)[N:7]([C:27]([O:29][CH:30]([CH3:32])[CH3:31])=[O:28])[CH2:6][C@@H:5]1[CH3:33])(=[O:3])[CH3:2], predict the reactants needed to synthesize it. The reactants are: [C:1]([N:4]1[C:13]2[C:8](=[CH:9][C:10]([C:17]3[CH:22]=[CH:21][C:20]([S:23]([CH3:26])(=[O:25])=[O:24])=[CH:19][CH:18]=3)=[C:11]([N+:14]([O-])=O)[CH:12]=2)[N:7]([C:27]([O:29][CH:30]([CH3:32])[CH3:31])=[O:28])[CH2:6][C@@H:5]1[CH3:33])(=[O:3])[CH3:2].